Dataset: Forward reaction prediction with 1.9M reactions from USPTO patents (1976-2016). Task: Predict the product of the given reaction. (1) Given the reactants [F:1][C:2]([F:25])([F:24])[C:3]1[CH:4]=[CH:5][C:6]([NH:9][C@@H:10]2[CH2:15][C@@H:14]3[N:16](C(OC(C)(C)C)=O)[C@H:11]2[CH2:12][CH2:13]3)=[N:7][CH:8]=1.Cl, predict the reaction product. The product is: [F:25][C:2]([F:1])([F:24])[C:3]1[CH:4]=[CH:5][C:6]([NH:9][C@@H:10]2[CH2:15][C@@H:14]3[NH:16][C@H:11]2[CH2:12][CH2:13]3)=[N:7][CH:8]=1. (2) The product is: [NH2:1][C:2]1[N:3]([CH3:24])[C:4](=[O:23])[C:5]2([C:15]3[C:10](=[CH:11][CH:12]=[C:13]([C:33]4[CH:32]=[CH:31][CH:30]=[C:29]([S:26]([CH3:25])(=[O:28])=[O:27])[CH:34]=4)[CH:14]=3)[O:9][CH:8]([C:17]3[CH:22]=[CH:21][CH:20]=[CH:19][CH:18]=3)[CH2:7]2)[N:6]=1. Given the reactants [NH2:1][C:2]1[N:3]([CH3:24])[C:4](=[O:23])[C:5]2([C:15]3[C:10](=[CH:11][CH:12]=[C:13](Br)[CH:14]=3)[O:9][CH:8]([C:17]3[CH:22]=[CH:21][CH:20]=[CH:19][CH:18]=3)[CH2:7]2)[N:6]=1.[CH3:25][S:26]([C:29]1[CH:30]=[C:31](B(O)O)[CH:32]=[CH:33][CH:34]=1)(=[O:28])=[O:27], predict the reaction product. (3) Given the reactants Br[C:2]1[C:3]([OH:12])=[CH:4][CH:5]=[C:6]2[C:11]=1[N:10]=[CH:9][CH:8]=[CH:7]2.[NH:13]1[CH2:19][CH2:18][CH2:17][NH:16][CH2:15][CH2:14]1.[CH3:20]C(C)([O-])C.[Na+], predict the reaction product. The product is: [N:13]1([C:2]2[C:3]([O:12][CH3:20])=[CH:4][CH:5]=[C:6]3[C:11]=2[N:10]=[CH:9][CH:8]=[CH:7]3)[CH2:19][CH2:18][CH2:17][NH:16][CH2:15][CH2:14]1.